From a dataset of Forward reaction prediction with 1.9M reactions from USPTO patents (1976-2016). Predict the product of the given reaction. (1) The product is: [Cl:1][C:2]1[CH:7]=[C:6]([C:8]([F:10])([F:11])[CH3:9])[CH:5]=[CH:4][N+:3]=1[O-:12]. Given the reactants [Cl:1][C:2]1[CH:7]=[C:6]([C:8]([F:11])([F:10])[CH3:9])[CH:5]=[CH:4][N:3]=1.[OH:12]O, predict the reaction product. (2) The product is: [OH:38][C:5]1[C:6]([C:34]([F:36])([F:35])[F:37])=[C:7]([O:8][CH2:9][C:10]2[CH:15]=[CH:14][C:13]([CH:16]([O:25][CH:26]3[CH2:31][CH2:30][CH2:29][CH2:28][O:27]3)[C:17]3[CH:24]=[CH:23][CH:22]=[C:19]([C:20]4[N:39]=[N:40][NH:41][N:21]=4)[CH:18]=3)=[CH:12][CH:11]=2)[CH:32]=[CH:33][C:4]=1[C:1](=[O:3])[CH3:2]. Given the reactants [C:1]([C:4]1[CH:33]=[CH:32][C:7]([O:8][CH2:9][C:10]2[CH:15]=[CH:14][C:13]([CH:16]([O:25][CH:26]3[CH2:31][CH2:30][CH2:29][CH2:28][O:27]3)[C:17]3[CH:18]=[C:19]([CH:22]=[CH:23][CH:24]=3)[C:20]#[N:21])=[CH:12][CH:11]=2)=[C:6]([C:34]([F:37])([F:36])[F:35])[C:5]=1[OH:38])(=[O:3])[CH3:2].[N-:39]=[N+:40]=[N-:41].[Na+].Cl.C(N(CC)CC)C, predict the reaction product.